Dataset: Reaction yield outcomes from USPTO patents with 853,638 reactions. Task: Predict the reaction yield, written as a fraction of the theoretical maximum amount of product (1.0 means a 100% yield; for example, 0.34 means a 34% yield). The catalyst is O1CCCC1. The yield is 0.0500. The product is [CH:21]1([NH:24][C:12]([C:10]2[CH:9]=[CH:8][C:7]3[C:2](=[O:1])[N:3]=[C:4]([C:15]4[CH:20]=[CH:19][CH:18]=[CH:17][N:16]=4)[S:5][C:6]=3[CH:11]=2)=[O:14])[CH2:23][CH2:22]1. The reactants are [O:1]=[C:2]1[C:7]2[CH:8]=[CH:9][C:10]([C:12]([OH:14])=O)=[CH:11][C:6]=2[S:5][C:4]([C:15]2[CH:20]=[CH:19][CH:18]=[CH:17][N:16]=2)=[N:3]1.[CH:21]1([NH2:24])[CH2:23][CH2:22]1.